This data is from Full USPTO retrosynthesis dataset with 1.9M reactions from patents (1976-2016). The task is: Predict the reactants needed to synthesize the given product. (1) The reactants are: C(OC([N:8]1[CH2:13][CH2:12][CH:11]([O:14][NH:15][C:16]([C:18]2[CH:19]=[C:20]3[CH:25]=[CH:24][N:23]=[CH:22][N:21]3[C:26]=2[NH:27][C:28]2[CH:33]=[CH:32][C:31]([I:34])=[CH:30][C:29]=2[F:35])=[O:17])[CH2:10][CH2:9]1)=O)(C)(C)C. Given the product [NH:8]1[CH2:13][CH2:12][CH:11]([O:14][NH:15][C:16]([C:18]2[CH:19]=[C:20]3[CH:25]=[CH:24][N:23]=[CH:22][N:21]3[C:26]=2[NH:27][C:28]2[CH:33]=[CH:32][C:31]([I:34])=[CH:30][C:29]=2[F:35])=[O:17])[CH2:10][CH2:9]1, predict the reactants needed to synthesize it. (2) Given the product [NH:1]1[C:5]2[CH:6]=[CH:7][CH:8]=[CH:9][C:4]=2[N:3]=[C:2]1[CH:10]([NH:20][C:31]([NH:30][CH2:29][C:25]1[CH:26]=[CH:27][CH:28]=[C:23]([O:22][CH3:21])[CH:24]=1)=[O:32])[CH2:11][C:12]1[CH:17]=[CH:16][C:15]([O:18][CH3:19])=[CH:14][CH:13]=1, predict the reactants needed to synthesize it. The reactants are: [NH:1]1[C:5]2[CH:6]=[CH:7][CH:8]=[CH:9][C:4]=2[N:3]=[C:2]1[CH:10]([NH2:20])[CH2:11][C:12]1[CH:17]=[CH:16][C:15]([O:18][CH3:19])=[CH:14][CH:13]=1.[CH3:21][O:22][C:23]1[CH:24]=[C:25]([CH2:29][NH2:30])[CH:26]=[CH:27][CH:28]=1.[C:31](O)(C(F)(F)F)=[O:32].